From a dataset of Full USPTO retrosynthesis dataset with 1.9M reactions from patents (1976-2016). Predict the reactants needed to synthesize the given product. (1) Given the product [N:27]1([CH2:2][CH2:3][CH2:4][CH2:5][O:6][C:7]2[CH:12]=[CH:11][C:10]([C:13]3([CH2:19][NH:20][C:21]4[CH:26]=[CH:25][CH:24]=[CH:23][N:22]=4)[CH2:18][CH2:17][O:16][CH2:15][CH2:14]3)=[CH:9][CH:8]=2)[CH2:31][CH2:30][CH2:29][CH2:28]1, predict the reactants needed to synthesize it. The reactants are: Cl[CH2:2][CH2:3][CH2:4][CH2:5][O:6][C:7]1[CH:12]=[CH:11][C:10]([C:13]2([CH2:19][NH:20][C:21]3[CH:26]=[CH:25][CH:24]=[CH:23][N:22]=3)[CH2:18][CH2:17][O:16][CH2:15][CH2:14]2)=[CH:9][CH:8]=1.[NH:27]1[CH2:31][CH2:30][CH2:29][CH2:28]1.C(=O)([O-])[O-].[Na+].[Na+].[I-].[Na+]. (2) Given the product [Cl:10][C:9]1[N:11]=[C:12]([O:7][CH3:6])[N:14]=[C:15]([O:4][CH3:1])[N:8]=1, predict the reactants needed to synthesize it. The reactants are: [C:1](=[O:4])([O-])O.[K+].[CH3:6][OH:7].[N:8]1[C:15](Cl)=[N:14][C:12](Cl)=[N:11][C:9]=1[Cl:10]. (3) Given the product [CH3:33][O:32][C:29]1[C:28]2[NH:27][C:26](=[O:34])[CH:25]=[CH:24][C:23]=2[C:22]([C:9]2[CH:10]=[C:11]3[C:16](=[CH:17][CH:18]=2)[NH:15][C:14](=[O:19])[CH:13]=[CH:12]3)=[CH:31][CH:30]=1, predict the reactants needed to synthesize it. The reactants are: CC1(C)C(C)(C)OB([C:9]2[CH:10]=[C:11]3[C:16](=[CH:17][CH:18]=2)[NH:15][C:14](=[O:19])[CH:13]=[CH:12]3)O1.Br[C:22]1[CH:31]=[CH:30][C:29]([O:32][CH3:33])=[C:28]2[C:23]=1[CH:24]=[CH:25][C:26](=[O:34])[NH:27]2. (4) Given the product [O:1]=[C:2]1[C:7]2[CH:8]=[CH:9][CH:10]=[CH:11][C:6]=2[S:5][C:4]([C:12]2[N:17]=[C:16]([S:18]([CH2:19][C:20]([O:22][C:23]([CH3:26])([CH3:25])[CH3:24])=[O:21])=[O:35])[CH:15]=[CH:14][CH:13]=2)=[N:3]1, predict the reactants needed to synthesize it. The reactants are: [O:1]=[C:2]1[C:7]2[CH:8]=[CH:9][CH:10]=[CH:11][C:6]=2[S:5][C:4]([C:12]2[N:17]=[C:16]([S:18][CH2:19][C:20]([O:22][C:23]([CH3:26])([CH3:25])[CH3:24])=[O:21])[CH:15]=[CH:14][CH:13]=2)=[N:3]1.ClC1C=CC=C(C(OO)=[O:35])C=1. (5) Given the product [Br:20][C:7]1[C:6]2[C:11](=[C:2]([F:1])[C:3]([CH3:17])=[CH:4][CH:5]=2)[N:10]=[C:9]([C:12]([O:14][CH3:15])=[O:13])[CH:8]=1, predict the reactants needed to synthesize it. The reactants are: [F:1][C:2]1[C:3]([CH3:17])=[CH:4][CH:5]=[C:6]2[C:11]=1[N:10]=[C:9]([C:12]([O:14][CH3:15])=[O:13])[CH:8]=[C:7]2O.P(Br)(Br)([Br:20])=O. (6) Given the product [CH:10]1([CH2:16][CH2:17][O:18][C:2]2[CH:9]=[CH:8][C:5]([C:6]#[N:7])=[CH:4][N:3]=2)[CH2:15][CH2:14][CH2:13][CH2:12][CH2:11]1, predict the reactants needed to synthesize it. The reactants are: Cl[C:2]1[CH:9]=[CH:8][C:5]([C:6]#[N:7])=[CH:4][N:3]=1.[CH:10]1([CH2:16][CH2:17][OH:18])[CH2:15][CH2:14][CH2:13][CH2:12][CH2:11]1.CC(C)([O-])C.[K+].O. (7) Given the product [C:34]([NH:1][CH2:2][CH2:3][CH2:4][CH2:5][CH2:6][O:7][C:8]1[C:31]([O:32][CH3:33])=[CH:30][C:11]2[C:12]3[N:17]([CH:18]([C:20]([CH3:23])([CH3:21])[CH3:22])[CH2:19][C:10]=2[CH:9]=1)[CH:16]=[C:15]([C:24]([O:26][CH2:27][CH3:28])=[O:25])[C:14](=[O:29])[CH:13]=3)(=[O:36])[CH3:35], predict the reactants needed to synthesize it. The reactants are: [NH2:1][CH2:2][CH2:3][CH2:4][CH2:5][CH2:6][O:7][C:8]1[C:31]([O:32][CH3:33])=[CH:30][C:11]2[C:12]3[N:17]([CH:18]([C:20]([CH3:23])([CH3:22])[CH3:21])[CH2:19][C:10]=2[CH:9]=1)[CH:16]=[C:15]([C:24]([O:26][CH2:27][CH3:28])=[O:25])[C:14](=[O:29])[CH:13]=3.[C:34](OC(=O)C)(=[O:36])[CH3:35].CCN(CC)CC. (8) Given the product [OH:2][CH:1]([C@H:3]1[CH2:7][O:6][C:5]([CH3:9])([CH3:8])[N:4]1[C:10]([O:12][C:13]([CH3:16])([CH3:15])[CH3:14])=[O:11])[CH2:17][CH3:18], predict the reactants needed to synthesize it. The reactants are: [CH:1]([C@H:3]1[CH2:7][O:6][C:5]([CH3:9])([CH3:8])[N:4]1[C:10]([O:12][C:13]([CH3:16])([CH3:15])[CH3:14])=[O:11])=[O:2].[CH2:17]([Mg]Br)[CH3:18]. (9) The reactants are: [C:1]([C:4]1[CH:9]=[CH:8][CH:7]=[CH:6][C:5]=1[NH:10][C:11](=O)[C:12]1[CH:17]=[CH:16][C:15]([F:18])=[CH:14][CH:13]=1)(=[O:3])[CH3:2].CC(C)([O-])C.[K+]. Given the product [F:18][C:15]1[CH:16]=[CH:17][C:12]([C:11]2[NH:10][C:5]3[C:4]([C:1](=[O:3])[CH:2]=2)=[CH:9][CH:8]=[CH:7][CH:6]=3)=[CH:13][CH:14]=1, predict the reactants needed to synthesize it. (10) Given the product [CH2:1]([N:8]1[CH2:13][CH2:12][N:11]([S:29]([C:20]2[CH:21]=[CH:22][C:23]3[C:28](=[CH:27][CH:26]=[CH:25][CH:24]=3)[CH:19]=2)(=[O:31])=[O:30])[CH2:10][CH:9]1[C:14]([O:16][CH2:17][CH3:18])=[O:15])[C:2]1[CH:3]=[CH:4][CH:5]=[CH:6][CH:7]=1, predict the reactants needed to synthesize it. The reactants are: [CH2:1]([N:8]1[CH2:13][CH2:12][NH:11][CH2:10][CH:9]1[C:14]([O:16][CH2:17][CH3:18])=[O:15])[C:2]1[CH:7]=[CH:6][CH:5]=[CH:4][CH:3]=1.[CH:19]1[C:28]2[C:23](=[CH:24][CH:25]=[CH:26][CH:27]=2)[CH:22]=[CH:21][C:20]=1[S:29](Cl)(=[O:31])=[O:30].